Dataset: Full USPTO retrosynthesis dataset with 1.9M reactions from patents (1976-2016). Task: Predict the reactants needed to synthesize the given product. (1) Given the product [CH2:20]([N:10]1[C:11](=[O:13])[CH:12]=[C:7]([N:1]2[CH2:2][CH2:3][O:4][CH2:5][CH2:6]2)[N:8]=[C:9]1[CH2:14][C:15]([O:17][CH2:18][CH3:19])=[O:16])[CH3:21], predict the reactants needed to synthesize it. The reactants are: [N:1]1([C:7]2[N:8]=[C:9]([CH2:14][C:15]([O:17][CH2:18][CH3:19])=[O:16])[NH:10][C:11](=[O:13])[CH:12]=2)[CH2:6][CH2:5][O:4][CH2:3][CH2:2]1.[CH2:20](I)[CH3:21].C(=O)([O-])[O-].[Cs+].[Cs+]. (2) Given the product [CH3:11][N:14](/[CH:16]=[C:3](/[C:2](=[O:1])[CH3:8])\[C:4]([O:6][CH3:7])=[O:5])[CH3:15], predict the reactants needed to synthesize it. The reactants are: [O:1]=[C:2]([CH3:8])[CH2:3][C:4]([O:6][CH3:7])=[O:5].CO[CH:11]([N:14]([CH3:16])[CH3:15])OC. (3) Given the product [Cl:12][C:13]1[C:14]([F:22])=[C:15]([C:2]2[CH:10]=[CH:9][C:5]([C:6]([OH:8])=[O:7])=[CH:4][C:3]=2[CH3:11])[CH:16]=[CH:17][CH:18]=1, predict the reactants needed to synthesize it. The reactants are: Br[C:2]1[CH:10]=[CH:9][C:5]([C:6]([OH:8])=[O:7])=[CH:4][C:3]=1[CH3:11].[Cl:12][C:13]1[C:14]([F:22])=[C:15](B(O)O)[CH:16]=[CH:17][CH:18]=1.C(=O)([O-])[O-].[Cs+].[Cs+]. (4) Given the product [C:12]([C:2]1[CH:10]=[CH:9][C:5]([C:6]([OH:8])=[O:7])=[CH:4][C:3]=1[CH3:11])#[N:13], predict the reactants needed to synthesize it. The reactants are: Br[C:2]1[CH:10]=[CH:9][C:5]([C:6]([OH:8])=[O:7])=[CH:4][C:3]=1[CH3:11].[CH3:12][N:13](C)C=O.